Dataset: Catalyst prediction with 721,799 reactions and 888 catalyst types from USPTO. Task: Predict which catalyst facilitates the given reaction. Reactant: [S:1]1[CH:5]=[CH:4][C:3]2[C:6]([N:10]3[CH2:15][CH2:14][N:13]([CH2:16][CH2:17][CH2:18][O:19]C4C(C(O)=O)=NN(C)C=4)[CH2:12][CH2:11]3)=[CH:7][CH:8]=[CH:9][C:2]1=2.C([N:31]([CH2:34][CH3:35])[CH2:32]C)C.[ClH:36].CN.C(OP([C:47]#[N:48])(=O)OCC)C.[CH3:49][N:50]([CH:52]=[O:53])C. Product: [ClH:36].[CH3:49][NH:50][C:52]([C:47]1[CH:35]=[C:34]([O:19][CH2:18][CH2:17][CH2:16][N:13]2[CH2:14][CH2:15][N:10]([C:6]3[C:3]4[CH:4]=[CH:5][S:1][C:2]=4[CH:9]=[CH:8][CH:7]=3)[CH2:11][CH2:12]2)[N:31]([CH3:32])[N:48]=1)=[O:53]. The catalyst class is: 6.